This data is from Acute oral toxicity (LD50) regression data from Zhu et al.. The task is: Regression/Classification. Given a drug SMILES string, predict its toxicity properties. Task type varies by dataset: regression for continuous values (e.g., LD50, hERG inhibition percentage) or binary classification for toxic/non-toxic outcomes (e.g., AMES mutagenicity, cardiotoxicity, hepatotoxicity). Dataset: ld50_zhu. (1) The molecule is CCCCCCCCCCCCCCCCCCN. The rat oral LD50 is 2.05, given as -log10 of the dose in mol/kg body weight (higher means more acutely toxic). (2) The drug is O=C(O)CS(=O)(=O)O. The rat oral LD50 is 1.65, given as -log10 of the dose in mol/kg body weight (higher means more acutely toxic).